This data is from Full USPTO retrosynthesis dataset with 1.9M reactions from patents (1976-2016). The task is: Predict the reactants needed to synthesize the given product. (1) Given the product [F:1][C:2]1[CH:3]=[N:4][C:5]([N:8]2[CH2:16][C@@H:15]3[C@@:10]([C:26]4[S:30][N:29]=[CH:28][CH:27]=4)([N:11]=[C:12]([NH2:17])[S:13][CH2:14]3)[CH2:9]2)=[N:6][CH:7]=1, predict the reactants needed to synthesize it. The reactants are: [F:1][C:2]1[CH:3]=[N:4][C:5]([N:8]2[CH2:16][C@@H:15]3[C@@:10]([C:26]4[S:30][N:29]=[CH:28][CH:27]=4)([N:11]=[C:12]([NH:17]C(=O)C4C=CC=CC=4)[S:13][CH2:14]3)[CH2:9]2)=[N:6][CH:7]=1.[OH-].[Li+].Cl. (2) Given the product [Br:1][C:2]1[CH:3]=[CH:4][C:5]([O:20][CH3:21])=[C:6]([S:8]([C:11]2[CH:12]=[CH:13][C:14]([O:18][CH3:19])=[C:15]([NH:16][CH:26]3[CH2:27][CH2:28][N:23]([CH3:22])[CH2:24][CH2:25]3)[CH:17]=2)(=[O:10])=[O:9])[CH:7]=1, predict the reactants needed to synthesize it. The reactants are: [Br:1][C:2]1[CH:3]=[CH:4][C:5]([O:20][CH3:21])=[C:6]([S:8]([C:11]2[CH:12]=[CH:13][C:14]([O:18][CH3:19])=[C:15]([CH:17]=2)[NH2:16])(=[O:10])=[O:9])[CH:7]=1.[CH3:22][N:23]1[CH2:28][CH2:27][C:26](=O)[CH2:25][CH2:24]1.S([O-])([O-])(=O)=O.[Na+].[Na+].C(O[BH-](OC(=O)C)OC(=O)C)(=O)C.[Na+]. (3) Given the product [F:44][C:45]1[CH:50]=[CH:49][CH:48]=[CH:47][C:46]=1[NH:51][C:52]1[O:19][C:3]([C:4]([NH:6][C:7]2[CH:8]=[CH:9][C:10]([S:13]([CH2:16][CH2:17][CH3:18])(=[O:15])=[O:14])=[CH:11][CH:12]=2)=[O:5])=[N:1][N:2]=1, predict the reactants needed to synthesize it. The reactants are: [NH:1]([C:3](=[O:19])[C:4]([NH:6][C:7]1[CH:12]=[CH:11][C:10]([S:13]([CH2:16][CH2:17][CH3:18])(=[O:15])=[O:14])=[CH:9][CH:8]=1)=[O:5])[NH2:2].N(C(=O)C(NC1C=CC([C@H]2CC[C@H](CC(OC)=O)CC2)=CC=1)=O)N.[F:44][C:45]1[CH:50]=[CH:49][CH:48]=[CH:47][C:46]=1[N:51]=[C:52]=S. (4) Given the product [CH2:25]([O:32][C:33]([N:14]1[CH2:15][CH2:16][C@@H:12]([C:9]2([NH:8][C:6]([O:5][C:1]([CH3:4])([CH3:3])[CH3:2])=[O:7])[CH2:11][CH2:10]2)[CH2:13]1)=[O:34])[C:26]1[CH:31]=[CH:30][CH:29]=[CH:28][CH:27]=1, predict the reactants needed to synthesize it. The reactants are: [C:1]([O:5][C:6]([NH:8][C:9]1([C@@H:12]2[CH2:16][CH2:15][N:14]([C@H](C3C=CC=CC=3)C)[CH2:13]2)[CH2:11][CH2:10]1)=[O:7])([CH3:4])([CH3:3])[CH3:2].[CH2:25]([O:32][C:33](Cl)=[O:34])[C:26]1[CH:31]=[CH:30][CH:29]=[CH:28][CH:27]=1. (5) Given the product [CH3:1][O:2][C:3]1[CH:4]=[CH:5][C:6]([N:9]2[C:13]([C:14]([OH:15])=[O:35])=[C:12]([C:19]#[N:20])[C:11]([C:21]([F:24])([F:22])[F:23])=[N:10]2)=[CH:7][CH:8]=1, predict the reactants needed to synthesize it. The reactants are: [CH3:1][O:2][C:3]1[CH:8]=[CH:7][C:6]([N:9]2[C:13]([C:14]3[O:15]C=CC=3)=[C:12]([C:19]#[N:20])[C:11]([C:21]([F:24])([F:23])[F:22])=[N:10]2)=[CH:5][CH:4]=1.C(Cl)(Cl)(Cl)Cl.C(#N)C.O.I([O-])(=O)(=O)=[O:35].[Na+]. (6) Given the product [CH:1]1([NH:4][C:5](=[O:32])[C:6]2[CH:11]=[C:10]([N:12]3[CH:17]=[CH:16][N:15]=[C:14]([NH:18][C:19]([CH3:20])([C:22]4[CH:27]=[CH:26][CH:25]=[CH:24][C:23]=4[O:28][CH2:46][C@@H:47]4[CH2:49][O:48]4)[CH3:21])[C:13]3=[O:29])[C:9]([CH3:30])=[C:8]([F:31])[CH:7]=2)[CH2:2][CH2:3]1, predict the reactants needed to synthesize it. The reactants are: [CH:1]1([NH:4][C:5](=[O:32])[C:6]2[CH:11]=[C:10]([N:12]3[CH:17]=[CH:16][N:15]=[C:14]([NH:18][C:19]([C:22]4[CH:27]=[CH:26][CH:25]=[CH:24][C:23]=4[OH:28])([CH3:21])[CH3:20])[C:13]3=[O:29])[C:9]([CH3:30])=[C:8]([F:31])[CH:7]=2)[CH2:3][CH2:2]1.[N+](C1C=C(S(O[CH2:46][C@@H:47]2[CH2:49][O:48]2)(=O)=O)C=CC=1)([O-])=O.